Dataset: Full USPTO retrosynthesis dataset with 1.9M reactions from patents (1976-2016). Task: Predict the reactants needed to synthesize the given product. (1) Given the product [Cl:1][C:2]1[C:3](=[O:26])[NH:4][C:5]2[C:10]([N:11]=1)=[CH:9][C:8]([C:12]([O:14][CH3:15])=[O:13])=[C:7]([F:16])[CH:6]=2, predict the reactants needed to synthesize it. The reactants are: [Cl:1][C:2]1[C:3](=[O:26])[N:4](CC2C=CC(OC)=CC=2)[C:5]2[C:10]([N:11]=1)=[CH:9][C:8]([C:12]([O:14][CH3:15])=[O:13])=[C:7]([F:16])[CH:6]=2.S(=O)(=O)(O)O. (2) Given the product [CH:1](=[N:17][C:13]1[CH:12]=[C:11]([O:10][CH3:9])[CH:16]=[CH:15][N:14]=1)[C:2]1[CH:7]=[CH:6][CH:5]=[CH:4][CH:3]=1, predict the reactants needed to synthesize it. The reactants are: [CH:1](=O)[C:2]1[CH:7]=[CH:6][CH:5]=[CH:4][CH:3]=1.[CH3:9][O:10][C:11]1[CH:16]=[CH:15][N:14]=[C:13]([NH2:17])[CH:12]=1.S([O-])([O-])(=O)=O.[Mg+2]. (3) Given the product [Cl:1][C:2]1[CH:7]=[C:6]([Cl:8])[CH:5]=[CH:4][C:3]=1[C:9]1[N:10]=[C:11]([CH2:28][CH3:29])[C:12]([NH:17][C@@H:18]2[C:26]3[C:21](=[CH:22][CH:23]=[CH:24][CH:25]=3)[CH2:20][C@@H:19]2[CH2:31][CH3:36])=[N:13][C:14]=1[CH2:15][CH3:16], predict the reactants needed to synthesize it. The reactants are: [Cl:1][C:2]1[CH:7]=[C:6]([Cl:8])[CH:5]=[CH:4][C:3]=1[C:9]1[N:10]=[C:11]([CH2:28][CH3:29])[C:12]([NH:17][C@@H:18]2[C:26]3[C:21](=[CH:22][CH:23]=[CH:24][CH:25]=3)[CH2:20][C@@H:19]2O)=[N:13][C:14]=1[CH2:15][CH3:16].Br[C:31]1N=C(CC)C(N[C@@H]2C3C(=CC=CC=3)C[C@@H]2CC)=N[C:36]=1CC. (4) Given the product [CH2:20]([CH:4]([C:5]([O:7][CH2:8][CH3:9])=[O:6])[C:3]([O:11][CH2:12][CH3:13])=[O:10])[CH2:19][CH2:18][CH2:17][CH:16]=[CH2:15], predict the reactants needed to synthesize it. The reactants are: [H-].[Na+].[C:3]([O:11][CH2:12][CH3:13])(=[O:10])[CH2:4][C:5]([O:7][CH2:8][CH3:9])=[O:6].Br[CH2:15][CH2:16][CH2:17][CH2:18][CH:19]=[CH2:20].Cl. (5) Given the product [NH2:11][C:12]1[CH:19]=[C:18]([N:7]2[CH2:8][CH2:9][O:10][CH:5]([CH2:4][N:2]([CH3:3])[CH3:1])[CH2:6]2)[C:15]([C:16]#[N:17])=[CH:14][N:13]=1, predict the reactants needed to synthesize it. The reactants are: [CH3:1][N:2]([CH2:4][CH:5]1[O:10][CH2:9][CH2:8][NH:7][CH2:6]1)[CH3:3].[NH2:11][C:12]1[CH:19]=[C:18](F)[C:15]([C:16]#[N:17])=[CH:14][N:13]=1.C(N(CC)CC)C. (6) Given the product [Br:1][C:2]1[CH:3]=[CH:4][C:5]([CH2:8][N:9]2[C:18]3[CH:17]=[CH:16][CH:15]=[CH:14][C:13]=3[C:12]3=[N:40][N:39]([C:34]4[CH:35]=[CH:36][CH:37]=[CH:38][C:33]=4[CH3:32])[C:20](=[O:22])[C:11]3=[CH:10]2)=[N:6][CH:7]=1, predict the reactants needed to synthesize it. The reactants are: [Br:1][C:2]1[CH:3]=[CH:4][C:5]([CH2:8][N+:9]2[C:18]3[C:13](=[CH:14][CH:15]=[CH:16][CH:17]=3)[C:12](Cl)=[C:11]([C:20]([O:22]CC)=O)[CH:10]=2)=[N:6][CH:7]=1.C(=O)([O-])[O-].[K+].[K+].Cl.[CH3:32][C:33]1[CH:38]=[CH:37][CH:36]=[CH:35][C:34]=1[NH:39][NH2:40].CN(C)C=O. (7) Given the product [CH3:1][O:2][C:3]([C:5]1[C:6]2[CH:7]=[CH:8][N:9]([C:15]3[CH:20]=[CH:19][C:18]([F:21])=[CH:17][CH:16]=3)[C:10]=2[CH:11]=[C:12]([C:22]#[N:23])[CH:13]=1)=[O:4], predict the reactants needed to synthesize it. The reactants are: [CH3:1][O:2][C:3]([C:5]1[C:6]2[CH:7]=[CH:8][N:9]([C:15]3[CH:20]=[CH:19][C:18]([F:21])=[CH:17][CH:16]=3)[C:10]=2[CH:11]=[C:12](Br)[CH:13]=1)=[O:4].[CH3:22][N:23](C=O)C. (8) Given the product [NH2:1][CH2:4][CH:5]1[CH:10]([O:11][Si:12]([C:15]([CH3:18])([CH3:17])[CH3:16])([CH3:14])[CH3:13])[CH2:9][CH2:8][N:7]([C:19]([O:21][C:22]([CH3:25])([CH3:24])[CH3:23])=[O:20])[CH2:6]1, predict the reactants needed to synthesize it. The reactants are: [N:1]([CH2:4][CH:5]1[CH:10]([O:11][Si:12]([C:15]([CH3:18])([CH3:17])[CH3:16])([CH3:14])[CH3:13])[CH2:9][CH2:8][N:7]([C:19]([O:21][C:22]([CH3:25])([CH3:24])[CH3:23])=[O:20])[CH2:6]1)=[N+]=[N-]. (9) Given the product [CH3:1][C@@:2]1([NH:21][C:22]2[CH:27]=[N:26][C:25]([C:28]([F:30])([F:29])[F:31])=[CH:24][N:23]=2)[CH2:6][CH2:5][CH2:4][C@H:3]1[NH:7][C:8](=[O:20])[C:9]1[CH:14]=[CH:13][CH:12]=[CH:11][C:10]=1[N:15]1[N:19]=[CH:18][CH:17]=[N:16]1, predict the reactants needed to synthesize it. The reactants are: [CH3:1][C:2]1([NH:21][C:22]2[CH:27]=[N:26][C:25]([C:28]([F:31])([F:30])[F:29])=[CH:24][N:23]=2)[CH2:6][CH2:5][CH2:4][CH:3]1[NH:7][C:8](=[O:20])[C:9]1[CH:14]=[CH:13][CH:12]=[CH:11][C:10]=1[N:15]1[N:19]=[CH:18][CH:17]=[N:16]1.Cl.NC1(C)CCCC1NC(=O)C1C=CC=CC=1N1N=CC=N1.ClC1C=NC(C(F)(F)F)=CN=1. (10) Given the product [C:1]([C:3]1[CH:4]=[C:5]([CH:37]([CH3:39])[CH3:38])[C:6]2[O:10][C:9]([C:11]3[CH:35]=[CH:34][C:14]([C:15]([NH:17][CH2:18][C:19]4[CH:24]=[CH:23][C:22]([CH2:41][C:42]5[CH:47]=[CH:46][CH:45]=[C:44]([C:48]([F:49])([F:50])[F:51])[CH:43]=5)=[CH:21][CH:20]=4)=[O:16])=[CH:13][CH:12]=3)=[N:8][C:7]=2[CH:36]=1)#[N:2], predict the reactants needed to synthesize it. The reactants are: [C:1]([C:3]1[CH:4]=[C:5]([CH:37]([CH3:39])[CH3:38])[C:6]2[O:10][C:9]([C:11]3[CH:35]=[CH:34][C:14]([C:15]([NH:17][CH2:18][C:19]4[CH:24]=[CH:23][C:22](B5OC(C)(C)C(C)(C)O5)=[CH:21][CH:20]=4)=[O:16])=[CH:13][CH:12]=3)=[N:8][C:7]=2[CH:36]=1)#[N:2].Br[CH2:41][C:42]1[CH:47]=[CH:46][CH:45]=[C:44]([C:48]([F:51])([F:50])[F:49])[CH:43]=1.C(B(O)O)(C)=C.